This data is from Catalyst prediction with 721,799 reactions and 888 catalyst types from USPTO. The task is: Predict which catalyst facilitates the given reaction. (1) Product: [Cl:10][C:4]1[CH:3]=[C:2]([NH:1][C:19]([NH:18][C:14]2[CH:15]=[CH:16][CH:17]=[C:12]([F:11])[CH:13]=2)=[O:20])[CH:9]=[CH:8][C:5]=1[CH:6]=[O:7]. Reactant: [NH2:1][C:2]1[CH:9]=[CH:8][C:5]([CH:6]=[O:7])=[C:4]([Cl:10])[CH:3]=1.[F:11][C:12]1[CH:13]=[C:14]([N:18]=[C:19]=[O:20])[CH:15]=[CH:16][CH:17]=1. The catalyst class is: 224. (2) Reactant: C(N(CC)CC)C.[CH3:8][C:9]1[C:10]([N:18]2[CH2:23][CH2:22][NH:21][CH2:20][CH2:19]2)=[N:11][CH:12]=[C:13]([N+:15]([O-:17])=[O:16])[CH:14]=1.Cl.[F:25][C:26]1[CH:34]=[CH:33][CH:32]=[C:31]([F:35])[C:27]=1[C:28](Cl)=[O:29]. Product: [F:25][C:26]1[CH:34]=[CH:33][CH:32]=[C:31]([F:35])[C:27]=1[C:28]([N:21]1[CH2:20][CH2:19][N:18]([C:10]2[C:9]([CH3:8])=[CH:14][C:13]([N+:15]([O-:17])=[O:16])=[CH:12][N:11]=2)[CH2:23][CH2:22]1)=[O:29]. The catalyst class is: 2.